From a dataset of Reaction yield outcomes from USPTO patents with 853,638 reactions. Predict the reaction yield, written as a fraction of the theoretical maximum amount of product (1.0 means a 100% yield; for example, 0.34 means a 34% yield). The reactants are Br[C:2]1[CH:24]=[CH:23][C:5]2[C:6]3[N:7]([CH:11]=[C:12]([C:14]4[N:15]([CH:20]([CH3:22])[CH3:21])[CH:16]=[C:17]([CH3:19])[N:18]=4)[N:13]=3)[CH2:8][CH2:9][O:10][C:4]=2[CH:3]=1.[CH3:25][C:26]([OH:43])([CH3:42])[CH2:27][N:28]1[CH:32]=[C:31](B2OC(C)(C)C(C)(C)O2)[CH:30]=[N:29]1. No catalyst specified. The product is [CH:20]([N:15]1[CH:16]=[C:17]([CH3:19])[N:18]=[C:14]1[C:12]1[N:13]=[C:6]2[C:5]3[CH:23]=[CH:24][C:2]([C:31]4[CH:30]=[N:29][N:28]([CH2:27][C:26]([CH3:42])([OH:43])[CH3:25])[CH:32]=4)=[CH:3][C:4]=3[O:10][CH2:9][CH2:8][N:7]2[CH:11]=1)([CH3:22])[CH3:21]. The yield is 0.220.